This data is from Reaction yield outcomes from USPTO patents with 853,638 reactions. The task is: Predict the reaction yield, written as a fraction of the theoretical maximum amount of product (1.0 means a 100% yield; for example, 0.34 means a 34% yield). (1) The reactants are C[C:2]([CH3:5])([O-])[CH3:3].[Na+].[Br:7][C:8]1[CH:15]=[CH:14][C:11]([CH:12]=O)=[CH:10][CH:9]=1.[OH2:16]. The catalyst is CN(C=O)C. The product is [Br:7][C:8]1[CH:15]=[CH:14][C:11]([CH:12]=[C:2]([CH3:5])[CH2:3][OH:16])=[CH:10][CH:9]=1. The yield is 0.880. (2) The reactants are [CH3:1][O:2][C:3](=[O:36])[C:4]1[CH:9]=[CH:8][C:7]([CH2:10][C:11]([NH:13][NH:14][C:15](=O)[C:16]2[CH:21]=[CH:20][CH:19]=[C:18]([C:22]3[O:23][C:24]([C:27]4[CH:32]=[CH:31][C:30]([O:33][CH3:34])=[CH:29][CH:28]=4)=[CH:25][N:26]=3)[CH:17]=2)=O)=[CH:6][CH:5]=1.P12(SP3(SP(SP(S3)(S1)=S)(=S)S2)=S)=[S:38].O. The catalyst is O1CCOCC1. The product is [CH3:1][O:2][C:3](=[O:36])[C:4]1[CH:9]=[CH:8][C:7]([CH2:10][C:11]2[S:38][C:15]([C:16]3[CH:21]=[CH:20][CH:19]=[C:18]([C:22]4[O:23][C:24]([C:27]5[CH:32]=[CH:31][C:30]([O:33][CH3:34])=[CH:29][CH:28]=5)=[CH:25][N:26]=4)[CH:17]=3)=[N:14][N:13]=2)=[CH:6][CH:5]=1. The yield is 0.730. (3) The reactants are [CH3:1][O:2][C:3]1[CH:12]=[CH:11][C:10]2[C:5](=[CH:6][CH:7]=[C:8]([CH:13]([CH3:26])[C:14]([O:16][C:17]3[CH:22]=[CH:21][C:20]([C:23](=O)[NH2:24])=[CH:19][CH:18]=3)=[O:15])[CH:9]=2)[CH:4]=1.COC1C=CC(P2(SP(C3C=CC(OC)=CC=3)(=S)S2)=[S:36])=CC=1. The catalyst is C1C=CC=CC=1. The product is [CH3:1][O:2][C:3]1[CH:12]=[CH:11][C:10]2[C:5](=[CH:6][CH:7]=[C:8]([CH:13]([CH3:26])[C:14]([O:16][C:17]3[CH:22]=[CH:21][C:20]([C:23](=[S:36])[NH2:24])=[CH:19][CH:18]=3)=[O:15])[CH:9]=2)[CH:4]=1. The yield is 0.610. (4) The reactants are C(O[C:9]([N:11]([CH2:13][C:14]1[N:15]([CH2:23][CH3:24])[C:16]2[C:21]([CH:22]=1)=[CH:20][CH:19]=[CH:18][CH:17]=2)C)=O)C1C=CC=CC=1. The catalyst is [OH-].[OH-].[Pd+2].CO. The product is [CH2:23]([N:15]1[C:16]2[C:21](=[CH:20][CH:19]=[CH:18][CH:17]=2)[CH:22]=[C:14]1[CH2:13][NH:11][CH3:9])[CH3:24]. The yield is 1.00. (5) The reactants are [CH2:1]([C:3]1[CH:9]=[CH:8][C:7]([N+:10]([O-:12])=[O:11])=[CH:6][C:4]=1[NH2:5])[CH3:2].[N:13](OC(C)(C)C)=O. The catalyst is C(O)(=O)C.C(OCC)(=O)C. The product is [CH3:2][C:1]1[C:3]2[C:4](=[CH:6][C:7]([N+:10]([O-:12])=[O:11])=[CH:8][CH:9]=2)[NH:5][N:13]=1. The yield is 0.980. (6) The reactants are [CH3:1][C:2]1[C:11]([OH:12])=[CH:10][C:9]2[C:4](=[CH:5][CH:6]=[N:7][CH:8]=2)[N:3]=1.Cl[C:14]1[C:23]2[C:18](=[CH:19][C:20]([O:26][CH3:27])=[C:21]([O:24][CH3:25])[CH:22]=2)[N:17]=[CH:16][CH:15]=1.O. The catalyst is CN(C)C1C=CN=CC=1.ClC1C=CC=CC=1Cl. The product is [CH3:25][O:24][C:21]1[CH:22]=[C:23]2[C:18](=[CH:19][C:20]=1[O:26][CH3:27])[N:17]=[CH:16][CH:15]=[C:14]2[O:12][C:11]1[C:2]([CH3:1])=[N:3][C:4]2[C:9]([CH:10]=1)=[CH:8][N:7]=[CH:6][CH:5]=2. The yield is 0.550. (7) The reactants are [CH3:1][O:2][CH:3]1[CH2:7][CH2:6][NH:5][CH2:4]1.C1C=CC(P(C2C(C3C(P(C4C=CC=CC=4)C4C=CC=CC=4)=CC=C4C=3C=CC=C4)=C3C(C=CC=C3)=CC=2)C2C=CC=CC=2)=CC=1.C(=O)([O-])[O-].[Cs+].[Cs+].[Br:60][C:61]1[CH:66]=[CH:65][CH:64]=[C:63](Br)[CH:62]=1. The catalyst is C1(C)C=CC=CC=1.C([O-])(=O)C.[Pd+2].C([O-])(=O)C. The product is [Br:60][C:61]1[CH:62]=[C:63]([N:5]2[CH2:6][CH2:7][CH:3]([O:2][CH3:1])[CH2:4]2)[CH:64]=[CH:65][CH:66]=1. The yield is 0.640. (8) The reactants are C(O)(=O)C(C)(C)C.C(=O)([O-])[O-].[K+].[K+].Br[C:15]1[CH:33]=[CH:32][C:31]([Cl:34])=[CH:30][C:16]=1[CH2:17][O:18][C:19]1[CH:28]=[CH:27][CH:26]=[C:25]2[C:20]=1[CH2:21][CH2:22][CH2:23][C:24]2=[O:29]. The catalyst is CC(N(C)C)=O.C([O-])(=O)C(C)(C)C.[Pd+2].C([O-])(=O)C(C)(C)C.FC1C=CC(P(C2C=CC(F)=CC=2)C2C=CC(F)=CC=2)=CC=1. The product is [Cl:34][C:31]1[CH:32]=[CH:33][C:15]2[C:28]3[C:19](=[C:20]4[CH2:21][CH2:22][CH2:23][C:24](=[O:29])[C:25]4=[CH:26][CH:27]=3)[O:18][CH2:17][C:16]=2[CH:30]=1. The yield is 0.970. (9) The reactants are [CH3:1][O:2][C:3]1[CH:4]=[C:5]([C:11](=O)[CH2:12][CH2:13][N:14](C)C)[CH:6]=[CH:7][C:8]=1[O:9][CH3:10].Cl.O.[NH2:20]N. The catalyst is CCO. The product is [CH3:1][O:2][C:3]1[CH:4]=[C:5]([C:11]2[CH2:12][CH2:13][NH:14][N:20]=2)[CH:6]=[CH:7][C:8]=1[O:9][CH3:10]. The yield is 1.00.